This data is from Full USPTO retrosynthesis dataset with 1.9M reactions from patents (1976-2016). The task is: Predict the reactants needed to synthesize the given product. (1) Given the product [C:1]([O:5][C:6](=[O:25])[NH:7][C:8]1[CH2:9][O:10][CH2:11][C:12]([C:17]2[CH:22]=[C:21]([NH:23][C:33]([C:30]3[CH:29]=[CH:28][C:27]([Br:26])=[CH:32][N:31]=3)=[O:34])[CH:20]=[CH:19][C:18]=2[F:24])([CH:14]([F:16])[F:15])[N:13]=1)([CH3:4])([CH3:2])[CH3:3], predict the reactants needed to synthesize it. The reactants are: [C:1]([O:5][C:6](=[O:25])[NH:7][C:8]1[CH2:9][O:10][CH2:11][C:12]([C:17]2[CH:22]=[C:21]([NH2:23])[CH:20]=[CH:19][C:18]=2[F:24])([CH:14]([F:16])[F:15])[N:13]=1)([CH3:4])([CH3:3])[CH3:2].[Br:26][C:27]1[CH:28]=[CH:29][C:30]([C:33](O)=[O:34])=[N:31][CH:32]=1.C1C=NC2N(O)N=NC=2C=1.CCN(CC)CC.CCN=C=NCCCN(C)C.Cl. (2) Given the product [Cl:1][C:2]1[CH:7]=[CH:6][C:5]([C:8]2[CH:9]=[N:10][C:11]3[C:16]([N:17]=2)=[CH:15][C:14]([C:18]([C:20]2[C:21]([F:41])=[C:22]([NH:28][S:29]([CH2:32][CH2:33][CH3:34])(=[O:31])=[O:30])[CH:23]=[C:24]([F:27])[C:25]=2[F:26])=[O:19])=[CH:13][CH:12]=3)=[CH:4][CH:3]=1, predict the reactants needed to synthesize it. The reactants are: [Cl:1][C:2]1[CH:7]=[CH:6][C:5]([C:8]2[CH:9]=[N:10][C:11]3[C:16]([N:17]=2)=[CH:15][C:14]([C:18]([C:20]2[C:21]([F:41])=[C:22]([N:28](S(CCC)(=O)=O)[S:29]([CH2:32][CH2:33][CH3:34])(=[O:31])=[O:30])[CH:23]=[C:24]([F:27])[C:25]=2[F:26])=[O:19])=[CH:13][CH:12]=3)=[CH:4][CH:3]=1.[OH-].[Na+].